Dataset: NCI-60 drug combinations with 297,098 pairs across 59 cell lines. Task: Regression. Given two drug SMILES strings and cell line genomic features, predict the synergy score measuring deviation from expected non-interaction effect. (1) Drug 1: C1CCN(CC1)CCOC2=CC=C(C=C2)C(=O)C3=C(SC4=C3C=CC(=C4)O)C5=CC=C(C=C5)O. Drug 2: CN(C)C1=NC(=NC(=N1)N(C)C)N(C)C. Cell line: BT-549. Synergy scores: CSS=-7.01, Synergy_ZIP=4.18, Synergy_Bliss=-0.655, Synergy_Loewe=-10.2, Synergy_HSA=-8.25. (2) Drug 1: CC(C1=C(C=CC(=C1Cl)F)Cl)OC2=C(N=CC(=C2)C3=CN(N=C3)C4CCNCC4)N. Drug 2: CS(=O)(=O)OCCCCOS(=O)(=O)C. Cell line: OVCAR-8. Synergy scores: CSS=8.34, Synergy_ZIP=-2.81, Synergy_Bliss=0.694, Synergy_Loewe=-0.920, Synergy_HSA=0.484. (3) Drug 1: CC1CCC2CC(C(=CC=CC=CC(CC(C(=O)C(C(C(=CC(C(=O)CC(OC(=O)C3CCCCN3C(=O)C(=O)C1(O2)O)C(C)CC4CCC(C(C4)OC)O)C)C)O)OC)C)C)C)OC. Drug 2: C1CCC(C(C1)N)N.C(=O)(C(=O)[O-])[O-].[Pt+4]. Cell line: LOX IMVI. Synergy scores: CSS=43.2, Synergy_ZIP=-5.17, Synergy_Bliss=1.45, Synergy_Loewe=1.20, Synergy_HSA=2.95. (4) Drug 1: CC1=C(C=C(C=C1)NC(=O)C2=CC=C(C=C2)CN3CCN(CC3)C)NC4=NC=CC(=N4)C5=CN=CC=C5. Drug 2: C1=NNC2=C1C(=O)NC=N2. Cell line: SN12C. Synergy scores: CSS=-3.75, Synergy_ZIP=-0.451, Synergy_Bliss=-4.44, Synergy_Loewe=-2.48, Synergy_HSA=-5.42. (5) Drug 1: CCC1(CC2CC(C3=C(CCN(C2)C1)C4=CC=CC=C4N3)(C5=C(C=C6C(=C5)C78CCN9C7C(C=CC9)(C(C(C8N6C=O)(C(=O)OC)O)OC(=O)C)CC)OC)C(=O)OC)O.OS(=O)(=O)O. Drug 2: CC1=C(N=C(N=C1N)C(CC(=O)N)NCC(C(=O)N)N)C(=O)NC(C(C2=CN=CN2)OC3C(C(C(C(O3)CO)O)O)OC4C(C(C(C(O4)CO)O)OC(=O)N)O)C(=O)NC(C)C(C(C)C(=O)NC(C(C)O)C(=O)NCCC5=NC(=CS5)C6=NC(=CS6)C(=O)NCCC[S+](C)C)O. Cell line: NCI/ADR-RES. Synergy scores: CSS=32.2, Synergy_ZIP=0.156, Synergy_Bliss=0.383, Synergy_Loewe=-5.11, Synergy_HSA=0.0111. (6) Drug 1: COC1=C2C(=CC3=C1OC=C3)C=CC(=O)O2. Drug 2: C1CNP(=O)(OC1)N(CCCl)CCCl. Cell line: SNB-19. Synergy scores: CSS=-0.440, Synergy_ZIP=-1.10, Synergy_Bliss=-3.57, Synergy_Loewe=-1.62, Synergy_HSA=-3.29.